The task is: Predict the reactants needed to synthesize the given product.. This data is from Retrosynthesis with 50K atom-mapped reactions and 10 reaction types from USPTO. (1) Given the product Nc1nc2c(s1)CCc1c-2sc2nc3ccccc3n12, predict the reactants needed to synthesize it. The reactants are: NC(N)=S.O=C1c2sc3nc4ccccc4n3c2CCC1Br. (2) The reactants are: C1=CCNC1.Cc1cc(Br)ccc1C(=O)O. Given the product Cc1cc(Br)ccc1C(=O)N1CC=CC1, predict the reactants needed to synthesize it. (3) Given the product CCOC(=O)C1CCN(Cc2ccc3cc(O[C@H]4CC[C@H](C(C)(C)C)CC4)ccc3c2)CC1C, predict the reactants needed to synthesize it. The reactants are: CC(C)(C)[C@H]1CC[C@H](Oc2ccc3cc(C=O)ccc3c2)CC1.CCOC(=O)C1CCNCC1C.